Dataset: Experimentally validated miRNA-target interactions with 360,000+ pairs, plus equal number of negative samples. Task: Binary Classification. Given a miRNA mature sequence and a target amino acid sequence, predict their likelihood of interaction. (1) The miRNA is hsa-miR-23c with sequence AUCACAUUGCCAGUGAUUACCC. The protein sequence of the target gene is MLSVASRSGPFAPVLSATSRGVAGALRPLVQATVPATPEQPVLDLKRPFLSRESLSGQAVRRPLVASVGLNVPASVCYSHTDIKVPDFSEYRRLEVLDSTKSSRESSEARKGFSYLVTGVTTVGVAYAAKNAVTQFVSSMSASADVLALAKIEIKLSDIPEGKNMAFKWRGKPLFVRHRTQKEIEQEAAVELSQLRDPQHDLDRVKKPEWVILIGVCTHLGCVPIANAGDFGGYYCPCHGSHYDASGRIRLGPAPLNLEVPTYEFTSDDMVIVG. Result: 1 (interaction). (2) Result: 0 (no interaction). The protein sequence of the target gene is MHTTQKDTTYTKIFVGGLPYHTTDASLRKYFEVFGDIEEAVVITDRQTGKSRGYGFVTMADRAAAERACKDPNPIIDGRKANVNLAYLGAKPRIMQPGFAFGVQQLHPALIQRPFGIPAHYVYPQAFVQPGVVIPHVQPTAAAASTTPYIDYTGAAYAQYSAAAAAAAAAAAYDQYPYAASPAAAGYVTTGGYSYAVQQPITAAAPGTAAAAAAAAAAAAAFGQYQPQQLQTDRMQ. The miRNA is hsa-miR-1267 with sequence CCUGUUGAAGUGUAAUCCCCA. (3) The miRNA is hsa-miR-4262 with sequence GACAUUCAGACUACCUG. The protein sequence of the target gene is MSLALNDLLICCRQLEHDRATERRKEVDKFKRLIQDPETVQHLDRHSDSKQGKYLNWDAVFRFLQKYIQKEMESLRTAKSNVSATTQSSRQKKMQEISSLVRYFIKCANKRAPRLKCQDLLNYVMDTVKDSSNGLTYGADCSNILLKDILSVRKYWCEVSQQQWLELFSLYFRLYLKPSQDINRVLVARIIHAVTRGCCSQTDGLPSKFLDLFSKAIQYARQEKSSPGLSHILAALNIFLKSLAVNFRKRVCEAGDEILPTLLYIWTQHRLNDSLKEVIIELIQLQIYIHHPQGARAPEE.... Result: 0 (no interaction). (4) The miRNA is mmu-miR-129-5p with sequence CUUUUUGCGGUCUGGGCUUGC. The protein sequence of the target gene is MLKSNDCLFSLENLFFEKPDEVENHPDNEKSLDWFLPPAPLISEIPDTQELEEELESHKLLGQEKRPKMLTSNLKITNEDTNYISLTQKFQFAFPSDKYEQDDLNLEGVGNNDLSHIAGKLTYASQKYKNHIGTEIAPEKSVPDDTKLVNFAEDKGESTSVFRKRLFKISDNIHGSAYSNDNELDSHIGSVKIVQTEMNKGKSRNYSNSKQKFQYSANVFTANNAFSASEIGEGMFKAPSFSVAFQPHDIQEVTENGLGSLKAVTEIPAKFRSIFKEFPYFNYIQSKAFDDLLYTDRNFV.... Result: 0 (no interaction). (5) The miRNA is hsa-miR-4711-3p with sequence CGUGUCUUCUGGCUUGAU. The protein sequence of the target gene is MSETVPPAPAASAAPEKPLAGKKAKKPAKAAAASKKKPAGPSVSELIVQAASSSKERGGVSLAALKKALAAAGYDVEKNNSRIKLGIKSLVSKGTLVQTKGTGASGSFKLNKKASSVETKPGASKVATKTKATGASKKLKKATGASKKSVKTPKKAKKPAATRKSSKNPKKPKTVKPKKVAKSPAKAKAVKPKAAKARVTKPKTAKPKKAAPKKK. Result: 0 (no interaction). (6) The miRNA is hsa-miR-26b-5p with sequence UUCAAGUAAUUCAGGAUAGGU. The protein sequence of the target gene is MFGFQRRGLGTPRLQLWLLLLEFWEVGSGQLHYSVSEEAKHGTFVGRIAQDLGLELAELVQRLFRVASKTHGDLLEVNLQNGILFVNSRIDREELCGQSAECSIHLEVIVDRPLQVFHVNVEVKDINDNPPVFSLREQKLLIAESKQSDSRFPLEGASDADIEENALLTYRLSKNEYFSLDSPTNGKQIKRLSLILKKSLDREKTPELNLLLTATDGGKPELTGTVRLLVQVLDVNDNDPEFDKSEYKVSLMENAAKETLVLKLNATDRDEGVNGEVTYSLMSIKPNGRHLFTLDQNNGE.... Result: 1 (interaction).